Dataset: Forward reaction prediction with 1.9M reactions from USPTO patents (1976-2016). Task: Predict the product of the given reaction. Given the reactants [Cl:1][C:2]1[CH:7]=[CH:6][C:5]([C@H:8]([NH:11][S@@:12]([C:14]([CH3:17])([CH3:16])[CH3:15])=[O:13])[CH2:9][CH3:10])=[C:4]([F:18])[C:3]=1[O:19][C:20]1[CH:25]=[CH:24][C:23]([N+:26]([O-])=O)=[C:22]([CH3:29])[CH:21]=1.C([O-])(=O)C, predict the reaction product. The product is: [Cl:1][C:2]1[CH:7]=[CH:6][C:5]([C@H:8]([NH:11][S@@:12]([C:14]([CH3:17])([CH3:16])[CH3:15])=[O:13])[CH2:9][CH3:10])=[C:4]([F:18])[C:3]=1[O:19][C:20]1[CH:25]=[CH:24][C:23]([NH2:26])=[C:22]([CH3:29])[CH:21]=1.